Dataset: Catalyst prediction with 721,799 reactions and 888 catalyst types from USPTO. Task: Predict which catalyst facilitates the given reaction. (1) Reactant: [CH:1]([N:4]([C:18]([C:20]1[C:21]([CH3:41])=[CH:22][C:23]2[S:31][C:27]3([CH2:30][CH2:29][CH2:28]3)[C:26](=[O:32])[N:25]([CH2:33][CH2:34][NH:35][C:36](=[O:39])[CH2:37][CH3:38])[C:24]=2[CH:40]=1)=[O:19])[C@@H:5]1[CH2:10][CH2:9][CH2:8][N:7](C(OC(C)(C)C)=O)[CH2:6]1)([CH3:3])[CH3:2].CO.[ClH:44].O1CCOCC1. Product: [ClH:44].[CH:1]([N:4]([C@@H:5]1[CH2:10][CH2:9][CH2:8][NH:7][CH2:6]1)[C:18]([C:20]1[C:21]([CH3:41])=[CH:22][C:23]2[S:31][C:27]3([CH2:28][CH2:29][CH2:30]3)[C:26](=[O:32])[N:25]([CH2:33][CH2:34][NH:35][C:36](=[O:39])[CH2:37][CH3:38])[C:24]=2[CH:40]=1)=[O:19])([CH3:2])[CH3:3]. The catalyst class is: 22. (2) Reactant: [CH3:1][CH:2]([OH:4])[CH3:3].N1C=CC=CC=1.Cl[C:12]([O:14][CH:15]([Cl:17])[CH3:16])=[O:13]. Product: [C:12](=[O:13])([O:4][CH:2]([CH3:3])[CH3:1])[O:14][CH:15]([Cl:17])[CH3:16]. The catalyst class is: 4. (3) Reactant: [AlH4-].[Li+].[CH:3]1[C:8]([C@H:9]([NH2:13])[C:10](O)=[O:11])=[CH:7][CH:6]=[C:5]([C:14]([F:17])([F:16])[F:15])[CH:4]=1. Product: [NH2:13][C@@H:9]([C:8]1[CH:3]=[CH:4][C:5]([C:14]([F:15])([F:16])[F:17])=[CH:6][CH:7]=1)[CH2:10][OH:11]. The catalyst class is: 7. (4) Reactant: [CH:1]1([C:6](Cl)=[O:7])[CH2:5][CH2:4][CH2:3][CH2:2]1.FC(F)(F)C(O)=O.[CH3:16][O:17][C:18]1[C:32]([N+:33]([O-:35])=[O:34])=[CH:31][C:21]2[CH2:22][C@@H:23]3[C@H:28]([CH3:29])[C@:27]([CH3:30])([C:20]=2[C:19]=1[N+:36]([O-:38])=[O:37])[CH2:26][CH2:25][NH:24]3.C([O-])([O-])=O.[Na+].[Na+]. Product: [CH:1]1([C:6]([N:24]2[CH2:25][CH2:26][C@:27]3([CH3:30])[C@@H:28]([CH3:29])[C@H:23]2[CH2:22][C:21]2[CH:31]=[C:32]([N+:33]([O-:35])=[O:34])[C:18]([O:17][CH3:16])=[C:19]([N+:36]([O-:38])=[O:37])[C:20]=23)=[O:7])[CH2:5][CH2:4][CH2:3][CH2:2]1. The catalyst class is: 236. (5) Reactant: [CH:1]([C:3]1[N:8]=[CH:7][C:6]2[C:9]3([CH2:14][N:13]([C:15]([O:17][C:18]([CH3:21])([CH3:20])[CH3:19])=[O:16])[CH2:12]3)[O:10][CH2:11][C:5]=2[CH:4]=1)=O.CO.CC([O-])=O.[Na+].[NH2:29][OH:30].Cl. Product: [OH:30][N:29]=[CH:1][C:3]1[N:8]=[CH:7][C:6]2[C:9]3([CH2:14][N:13]([C:15]([O:17][C:18]([CH3:20])([CH3:19])[CH3:21])=[O:16])[CH2:12]3)[O:10][CH2:11][C:5]=2[CH:4]=1. The catalyst class is: 6. (6) Product: [CH2:42]([O:41][C:39](=[O:40])[CH2:38][O:30][C:24]1[CH:25]=[CH:26][C:27]([F:29])=[CH:28][C:23]=1[CH:12]1[C:13]2[C:18](=[CH:17][C:16]([F:22])=[CH:15][CH:14]=2)[CH2:19][CH2:20][NH:11]1)[CH3:43]. Reactant: C(OC([N:11]1[CH2:20][CH2:19][C:18]2[C:13](=[CH:14][CH:15]=[C:16]([F:22])[C:17]=2Br)[CH:12]1[C:23]1[CH:28]=[C:27]([F:29])[CH:26]=[CH:25][C:24]=1[OH:30])=O)C1C=CC=CC=1.C([O-])([O-])=O.[Cs+].[Cs+].Br[CH2:38][C:39]([O:41][CH2:42][CH3:43])=[O:40]. The catalyst class is: 3.